This data is from Forward reaction prediction with 1.9M reactions from USPTO patents (1976-2016). The task is: Predict the product of the given reaction. Given the reactants [CH3:1][C:2]1[C:3]([C:16]2[CH:17]=[C:18]([C:21]([OH:26])=[CH:22][C:23]=2[O:24][CH3:25])[CH:19]=[O:20])=[CH:4][C:5]2[C:6]([CH3:15])([CH3:14])[CH2:7][CH2:8][C:9]([CH3:13])([CH3:12])[C:10]=2[CH:11]=1.[CH3:27]OS(OC)(=O)=O.C(=O)([O-])[O-].[K+].[K+], predict the reaction product. The product is: [CH3:1][C:2]1[C:3]([C:16]2[CH:17]=[C:18]([C:21]([O:26][CH3:27])=[CH:22][C:23]=2[O:24][CH3:25])[CH:19]=[O:20])=[CH:4][C:5]2[C:6]([CH3:15])([CH3:14])[CH2:7][CH2:8][C:9]([CH3:12])([CH3:13])[C:10]=2[CH:11]=1.